Dataset: Experimentally validated miRNA-target interactions with 360,000+ pairs, plus equal number of negative samples. Task: Binary Classification. Given a miRNA mature sequence and a target amino acid sequence, predict their likelihood of interaction. (1) The miRNA is hsa-miR-190a-3p with sequence CUAUAUAUCAAACAUAUUCCU. The protein sequence of the target gene is MFKFHQMKHIFEILDKMRCLRKRSTVSFLGVLVIFLLFMNLYIEDSYVLEGDKQLIRETSTHQLNSERYVHTFKDLSNFSGAINVTYRYLAATPLQRKRYLTIGLSSVKRKKGNYLLETIKSIFEQSSYEELKEISVVVHLADFNSSWRDAMVQDITQKFAHHIIAGRLMVIHAPEEYYPILDGLKRNYNDPEDRVKFRSKQNVDYAFLLNFCANTSDYYVMLEDDVRCSKNFLTAIKKVIASLEGTYWVTLEFSKLGYIGKLYHSHDLPRLAHFLLMFYQEMPCDWLLTHFRGLLAQKN.... Result: 1 (interaction). (2) The miRNA is rno-miR-328a-3p with sequence CUGGCCCUCUCUGCCCUUCCGU. Result: 0 (no interaction). The protein sequence of the target gene is MSVKGMAIALAVILCATVVQGFPMFKRGRCLCIGPGVKAVKVADIEKASIMYPSNNCDKIEVIITLKENKGQRCLNPKSKQARLIIKKVERKNF. (3) The miRNA is hsa-miR-6806-5p with sequence UGUAGGCAUGAGGCAGGGCCCAGG. The protein sequence of the target gene is MMRNKDKSQEEDSSLHSNASSHSASEEASGSDSGSQSESEQGSDPGSGHGSESNSSSESSESQSESESESAGSKSQPVLPEAKEKPASKKERIADVKKMWEEYPDVYGVRRSNRSRQEPSRFNIKEEASSGSESGSPKRRGQRQLKKQEKWKQEPSEDEQEQGTSAESEPEQKKVKARRPVPRRTVPKPRVKKQPKTQRGKRKKQDSSDEDDDDDEAPKRQTRRRAAKNVSYKEDDDFETDSDDLIEMTGEGVDEQQDNSETIEKVLDSRLGKKGATGASTTVYAIEANGDPSGDFDTEK.... Result: 0 (no interaction). (4) The miRNA is mmu-miR-434-3p with sequence UUUGAACCAUCACUCGACUCCU. The protein sequence of the target gene is MAHCVTLVQLSISCDHLIDKDIGSKSDPLCVLLQDVGGGSWAELGRTERVRNCSSPEFSKTLQLEYRFETVQKLRFGIYDIDNKTPELRDDDFLGGAECSLGQIVSSQVLTLPLMLKPGKPAGRGTITVSAQELKDNRVVTMEVEARNLDKKDFLGKSDPFLEFFRQGDGKWHLVYRSEVIKNNLNPTWKRFSVPVQHFCGGNPSTPIQVQCSDYDSDGSHDLIGTFHTSLAQLQAVPAEFECIHPEKQQKKKSYKNSGTIRVKICRVETEYSFLDYVMGGCQINFTVGVDFTGSNGDPS.... Result: 0 (no interaction). (5) The miRNA is mmu-miR-669e-5p with sequence UGUCUUGUGUGUGCAUGUUCAU. The protein sequence of the target gene is MGTKGLPLYPDPCRAPGTKTQNTLASDSLAREGPSSNSSFHSSEEEGTDLEGDMLDCSGSRPLLESEEEDENCRPLQEKLGEAALFSESGVCTEPEERGQGGKKSQFLPINQRASDDLGEPDVFATAPFRSSLVPADDVDIFSKAPFVSKGSVAPSQMDEVDVFSRAPFTKKRSMEEFLAVQGSSQDLPMQANLSQSNEGPLLAGRDRAIYTPAQAQYPMTGFAPQAGLPSHSVQVADHFDGNSPRGSPMSSGGHPVDRNRGLQPQKEAFSGPAAGKPFHPQALSKYSRHYSPEDELSAE.... Result: 0 (no interaction). (6) The miRNA is hsa-miR-518f-3p with sequence GAAAGCGCUUCUCUUUAGAGG. The protein sequence of the target gene is MPQQLLITLPTEASTWVKLQHPKKAVEGAPLWEDVTKMFEGEALLSQDAEDVKTQRESLEDEVTPGLPTAESQELLTFKDISIDFTQEEWGQLAPAHQNLYREVMLENYSNLVSVGYQLSKPSVISQLEKGEEPWMAEKEGPGDPSSDLKSKIETIESTAKSTISQERLYHGIMMESFMRDDIIYSTLRKVSTYDDVLERHQETCMRDVRQAILTHKKRVQETNKFGENIIVHSNVIIEQRHHKYDTPTKRNTYKLDLINHPTSYIRTKTYECNICEKIFKQPIHLTEHMRIHTGEKPFR.... Result: 0 (no interaction). (7) The miRNA is hsa-miR-885-5p with sequence UCCAUUACACUACCCUGCCUCU. The protein sequence of the target gene is MSRDPGSGGWEEAPRAAAALCTLYHEAGQRLRRLQDQLAARDALIARLRARLAALEGDAAPSLVDALLEQVARFREQLRRQEGGAAEAQMRQEIERLTERLEEKEREMQQLLSQPQHEREKEVVLLRRSMAEGERARAASDVLCRSLANETHQLRRTLTATAHMCQHLAKCLDERQHAQRNVGERSPDQSEHTDGHTSVQSVIEKLQEENRLLKQKVTHVEDLNAKWQRYNASRDEYVRGLHAQLRGLQIPHEPELMRKEISRLNRQLEEKINDCAEVKQELAASRTARDAALERVQMLE.... Result: 0 (no interaction). (8) The miRNA is hsa-miR-140-3p with sequence UACCACAGGGUAGAACCACGG. The protein sequence of the target gene is MRRSIVIVIALTAKGFLHRHLLEKGNLVTALSLRICNSRAFSGRSDYRERLRSGLHSIKFNDALTLFCDMAESHPLPSIVDFSRLLIAIAKLNKYEAVISLFRHLEMLGISHDLYSFTTLIDCFCRCARLSLALSCLGKMMKLGFEPSIVTFGSLVNGFCHVNRFYEAMSLVDQIVGLGYEPNVVIYNTIIDSLCEKGQVNTALDVLKHMKKMGIRPDVVTYNSLITRLFHSGTWGVSARILSDMMRMGISPDVITFSALIDVYGKEGQLLEAKKQYNEMIQRSVNPNIVTYNSLINGLC.... Result: 0 (no interaction).